This data is from Retrosynthesis with 50K atom-mapped reactions and 10 reaction types from USPTO. The task is: Predict the reactants needed to synthesize the given product. (1) Given the product O=C1CN(C(=O)c2cc(-c3cc(Br)cc(OC(F)(F)F)c3)n(-c3ccnc(C(F)(F)F)c3)n2)CCN1, predict the reactants needed to synthesize it. The reactants are: O=C(O)c1cc(-c2cc(Br)cc(OC(F)(F)F)c2)n(-c2ccnc(C(F)(F)F)c2)n1.O=C1CNCCN1. (2) Given the product CCOC(=O)c1cc(-n2c(=O)c3c(n(C)c2=O)CCC3)ccc1Cl, predict the reactants needed to synthesize it. The reactants are: CCOC(=O)c1cc(-n2c(=O)[nH]c3c(c2=O)CCC3)ccc1Cl.CI. (3) The reactants are: CC(=O)Oc1cc2c(cc1OC(C)=O)C(=O)OC2. Given the product CC(=O)Oc1cc2c(cc1O)COC2=O, predict the reactants needed to synthesize it.